From a dataset of Catalyst prediction with 721,799 reactions and 888 catalyst types from USPTO. Predict which catalyst facilitates the given reaction. (1) Reactant: [CH:1]([C:3]1[N:7]([CH3:8])[CH:6]=[C:5]([C:9]([O:11]C)=[O:10])[CH:4]=1)=[O:2].[OH-].[Na+].Cl. Product: [CH:1]([C:3]1[N:7]([CH3:8])[CH:6]=[C:5]([C:9]([OH:11])=[O:10])[CH:4]=1)=[O:2]. The catalyst class is: 5. (2) Reactant: [CH3:1][O:2][C:3](=[O:27])[C@H:4]([CH2:6][C:7]1[CH:12]=[CH:11][C:10]([O:13][CH2:14][C:15]2[N:19]([CH3:20])[C:18]3[CH:21]=[C:22]([O:25][CH3:26])[CH:23]=[CH:24][C:17]=3[N:16]=2)=[CH:9][CH:8]=1)[NH2:5].[C:28]([CH:36]1[CH2:41][CH2:40][CH2:39][CH2:38][C:37]1=O)(=[O:35])[C:29]1[CH:34]=[CH:33][CH:32]=[CH:31][CH:30]=1.C1(OC)C=CC=CC=1. Product: [CH3:1][O:2][C:3](=[O:27])[C@H:4]([CH2:6][C:7]1[CH:8]=[CH:9][C:10]([O:13][CH2:14][C:15]2[N:19]([CH3:20])[C:18]3[CH:21]=[C:22]([O:25][CH3:26])[CH:23]=[CH:24][C:17]=3[N:16]=2)=[CH:11][CH:12]=1)[NH:5][C:30]1[CH:31]=[CH:32][CH:33]=[CH:34][C:29]=1[C:28](=[O:35])[C:36]1[CH:37]=[CH:38][CH:39]=[CH:40][CH:41]=1. The catalyst class is: 45. (3) Reactant: [Si]([O:8][C@H:9]1[C@@H:13]([O:14][Si](C(C)(C)C)(C)C)[C@H:12]([N:22]2[CH:27]=[CH:26][C:25](=[O:28])[N:24]([CH2:29][C:30]3[CH:35]=[CH:34][C:33]([O:36][CH3:37])=[CH:32][CH:31]=3)[C:23]2=[O:38])[O:11][CH:10]1[C@H:39]([OH:71])[C@@H:40]([C:64]([O:66][C:67]([CH3:70])([CH3:69])[CH3:68])=[O:65])[NH:41][CH2:42][CH2:43][CH2:44][NH:45][C:46](=[O:63])[C@H:47]([CH2:59][CH:60]([CH3:62])[CH3:61])[NH:48][C:49](=[O:58])[O:50][CH2:51][C:52]1[CH:57]=[CH:56][CH:55]=[CH:54][CH:53]=1)(C(C)(C)C)(C)C.[F-].C([N+](CCCC)(CCCC)CCCC)CCC. Product: [OH:8][C@H:9]1[C@@H:13]([OH:14])[C@H:12]([N:22]2[CH:27]=[CH:26][C:25](=[O:28])[N:24]([CH2:29][C:30]3[CH:31]=[CH:32][C:33]([O:36][CH3:37])=[CH:34][CH:35]=3)[C:23]2=[O:38])[O:11][CH:10]1[C@H:39]([OH:71])[C@@H:40]([C:64]([O:66][C:67]([CH3:68])([CH3:70])[CH3:69])=[O:65])[NH:41][CH2:42][CH2:43][CH2:44][NH:45][C:46](=[O:63])[C@H:47]([CH2:59][CH:60]([CH3:61])[CH3:62])[NH:48][C:49](=[O:58])[O:50][CH2:51][C:52]1[CH:53]=[CH:54][CH:55]=[CH:56][CH:57]=1. The catalyst class is: 7. (4) Reactant: [NH2:1][C:2]1[C:7]([NH:8][C:9]2[CH:14]=[CH:13][C:12]([I:15])=[CH:11][C:10]=2[F:16])=[CH:6][C:5](=[O:17])[N:4]2[CH2:18][CH2:19][S:20][C:3]=12.[CH:21]1([S:24](Cl)(=[O:26])=[O:25])[CH2:23][CH2:22]1. Product: [F:16][C:10]1[CH:11]=[C:12]([I:15])[CH:13]=[CH:14][C:9]=1[NH:8][C:7]1[C:2]([NH:1][S:24]([CH:21]2[CH2:23][CH2:22]2)(=[O:26])=[O:25])=[C:3]2[S:20][CH2:19][CH2:18][N:4]2[C:5](=[O:17])[CH:6]=1. The catalyst class is: 17. (5) Reactant: [CH2:1]([N:3]1[CH2:16][CH2:15][C:6]2[NH:7][C:8]3[CH:9]=[CH:10][C:11]([CH3:14])=[CH:12][C:13]=3[C:5]=2[CH2:4]1)[CH3:2].Cl[CH2:18][C:19]1[CH:20]=[CH:21][C:22]([CH3:25])=[N:23][CH:24]=1.[H-].[Na+]. Product: [CH2:1]([N:3]1[CH2:16][CH2:15][C:6]2[N:7]([CH2:18][C:19]3[CH:24]=[N:23][C:22]([CH3:25])=[CH:21][CH:20]=3)[C:8]3[CH:9]=[CH:10][C:11]([CH3:14])=[CH:12][C:13]=3[C:5]=2[CH2:4]1)[CH3:2]. The catalyst class is: 3. (6) Reactant: [NH2:1][C:2]1[CH:3]=[C:4]([C:26]2[CH:27]=[CH:28][C:29]([Cl:41])=[C:30]3[C:34]=2[N:33]([CH3:35])[N:32]=[C:31]3[NH:36][S:37]([CH3:40])(=[O:39])=[O:38])[C:5]([C@@H:8]([NH:18]C(=O)OC(C)(C)C)[CH2:9][C:10]2[CH:15]=[C:14]([F:16])[CH:13]=[C:12]([F:17])[CH:11]=2)=[N:6][CH:7]=1.[C:42]([OH:48])([C:44]([F:47])([F:46])[F:45])=[O:43]. Product: [OH:48][C:42]([C:44]([F:47])([F:46])[F:45])=[O:43].[NH2:1][C:2]1[CH:3]=[C:4]([C:26]2[CH:27]=[CH:28][C:29]([Cl:41])=[C:30]3[C:34]=2[N:33]([CH3:35])[N:32]=[C:31]3[NH:36][S:37]([CH3:40])(=[O:39])=[O:38])[C:5]([C@@H:8]([NH2:18])[CH2:9][C:10]2[CH:15]=[C:14]([F:16])[CH:13]=[C:12]([F:17])[CH:11]=2)=[N:6][CH:7]=1. The catalyst class is: 2. (7) Reactant: [N:1]1([C:7]2[CH:16]=[C:15]3[C:10]([CH:11]=[CH:12][C:13]([C:17]([OH:19])=O)=[N:14]3)=[CH:9][CH:8]=2)[CH2:6][CH2:5][O:4][CH2:3][CH2:2]1.[NH2:20][C:21]1[CH:22]=[N:23][CH:24]=[CH:25][C:26]=1[N:27]1[CH2:32][C@H:31]([CH3:33])[CH2:30][C@H:29]([NH:34]C(=O)OC(C)(C)C)[CH2:28]1.CN(C(ON1N=NC2C=CC=NC1=2)=[N+](C)C)C.F[P-](F)(F)(F)(F)F.CCN(C(C)C)C(C)C.C(O)(C(F)(F)F)=O. Product: [NH2:34][C@H:29]1[CH2:30][C@@H:31]([CH3:33])[CH2:32][N:27]([C:26]2[CH:25]=[CH:24][N:23]=[CH:22][C:21]=2[NH:20][C:17]([C:13]2[CH:12]=[CH:11][C:10]3[C:15](=[CH:16][C:7]([N:1]4[CH2:2][CH2:3][O:4][CH2:5][CH2:6]4)=[CH:8][CH:9]=3)[N:14]=2)=[O:19])[CH2:28]1. The catalyst class is: 59. (8) Reactant: [NH2:1][C@H:2]([CH2:5][O:6][C:7]1[CH:12]=[CH:11][C:10]([C:13]2[CH:18]=[CH:17][C:16]([O:19][C:20]([F:23])([F:22])[F:21])=[CH:15][CH:14]=2)=[CH:9][CH:8]=1)[CH2:3][OH:4].[CH:24](=O)[C:25]1[CH:30]=[CH:29][C:28]([O:31][CH3:32])=[CH:27][CH:26]=1.CCCCCCC. Product: [CH3:32][O:31][C:28]1[CH:29]=[CH:30][C:25](/[CH:24]=[N:1]/[C@H:2]([CH2:5][O:6][C:7]2[CH:8]=[CH:9][C:10]([C:13]3[CH:18]=[CH:17][C:16]([O:19][C:20]([F:21])([F:22])[F:23])=[CH:15][CH:14]=3)=[CH:11][CH:12]=2)[CH2:3][OH:4])=[CH:26][CH:27]=1. The catalyst class is: 11. (9) Reactant: [Br:1][C:2]1[CH:7]=[CH:6][C:5]([C:8](=[N:19][OH:20])[CH2:9][C:10]2[CH:15]=[CH:14][C:13]([S:16][CH3:17])=[C:12]([F:18])[CH:11]=2)=[CH:4][CH:3]=1.C([N-]C(C)C)(C)C.[Li+].C(NC(C)C)(C)C.C([Li])CCC.[C:41](N1C=CN=C1)(=[O:43])[CH3:42].Cl. Product: [Br:1][C:2]1[CH:3]=[CH:4][C:5]([C:8]2[CH:9]([C:10]3[CH:15]=[CH:14][C:13]([S:16][CH3:17])=[C:12]([F:18])[CH:11]=3)[C:41]([CH3:42])([OH:43])[O:20][N:19]=2)=[CH:6][CH:7]=1. The catalyst class is: 188.